This data is from Full USPTO retrosynthesis dataset with 1.9M reactions from patents (1976-2016). The task is: Predict the reactants needed to synthesize the given product. The reactants are: [S:1]([N:11]1[C:15]2=[N:16][CH:17]=[CH:18][CH:19]=[C:14]2[C:13]([CH:20]=[O:21])=[CH:12]1)([C:4]1[CH:10]=[CH:9][C:7]([CH3:8])=[CH:6][CH:5]=1)(=[O:3])=[O:2].CO. Given the product [S:1]([N:11]1[C:15]2=[N:16][CH:17]=[CH:18][CH:19]=[C:14]2[C:13]([CH2:20][OH:21])=[CH:12]1)([C:4]1[CH:10]=[CH:9][C:7]([CH3:8])=[CH:6][CH:5]=1)(=[O:3])=[O:2], predict the reactants needed to synthesize it.